Dataset: Forward reaction prediction with 1.9M reactions from USPTO patents (1976-2016). Task: Predict the product of the given reaction. (1) The product is: [Br:54][C:27]1[C:26](=[O:42])[N:25]([C:22]2[CH:23]=[CH:24][C:19]([CH:2]=[CH2:3])=[CH:20][C:21]=2[CH3:43])[C:30]([CH3:31])=[CH:29][C:28]=1[O:32][CH2:33][C:34]1[CH:39]=[CH:38][C:37]([F:40])=[CH:36][C:35]=1[F:41]. Given the reactants Br[C:2]1C=CC(N2C(C)=CC(O)=CC2=O)=C(C)[CH:3]=1.Br[C:19]1[CH:24]=[CH:23][C:22]([N:25]2[C:30]([CH3:31])=[CH:29][C:28]([O:32][CH2:33][C:34]3[CH:39]=[CH:38][C:37]([F:40])=[CH:36][C:35]=3[F:41])=[CH:27][C:26]2=[O:42])=[C:21]([CH3:43])[CH:20]=1.C(=O)([O-])[O-].[K+].[K+].FC1C=C(F)C=CC=1C[Br:54], predict the reaction product. (2) Given the reactants O=[C:2]1[CH2:5][CH:4]([C:6]([O:8][CH3:9])=[O:7])[CH2:3]1.[CH3:10][NH:11][CH3:12].C(O[BH-](OC(=O)C)OC(=O)C)(=O)C.[Na+].[OH-].[Na+], predict the reaction product. The product is: [CH3:10][N:11]([CH3:12])[CH:2]1[CH2:5][CH:4]([C:6]([O:8][CH3:9])=[O:7])[CH2:3]1.